Dataset: Catalyst prediction with 721,799 reactions and 888 catalyst types from USPTO. Task: Predict which catalyst facilitates the given reaction. (1) Reactant: [CH2:1]([C:5]1[N:6]=[C:7]([CH3:27])[NH:8][C:9](=[O:26])[C:10]=1[CH2:11][C:12]1[CH:17]=[CH:16][C:15]([C:18]2[C:19]([C:24]#[N:25])=[CH:20][CH:21]=[CH:22][CH:23]=2)=[CH:14][CH:13]=1)[CH2:2][CH2:3][CH3:4].[H-].[Na+].CN(C)C=O.Br[CH2:36][C:37]([C:39]1[CH:44]=[CH:43][C:42]([O:45][CH3:46])=[CH:41][CH:40]=1)=[O:38]. Product: [CH2:1]([C:5]1[N:6]=[C:7]([CH3:27])[N:8]([CH2:36][C:37]([C:39]2[CH:44]=[CH:43][C:42]([O:45][CH3:46])=[CH:41][CH:40]=2)=[O:38])[C:9](=[O:26])[C:10]=1[CH2:11][C:12]1[CH:17]=[CH:16][C:15]([C:18]2[C:19]([C:24]#[N:25])=[CH:20][CH:21]=[CH:22][CH:23]=2)=[CH:14][CH:13]=1)[CH2:2][CH2:3][CH3:4]. The catalyst class is: 13. (2) Reactant: CS(C)=O.[NH:5]1[CH:9]=[CH:8][N:7]=[CH:6]1.Br[C:11]1[CH:16]=[CH:15][CH:14]=[CH:13][C:12]=1[O:17][CH3:18].[OH-].[K+]. Product: [N:5]1([C:11]2[CH:16]=[CH:15][CH:14]=[CH:13][C:12]=2[O:17][CH3:18])[CH:9]=[CH:8][N:7]=[CH:6]1. The catalyst class is: 413.